Dataset: Catalyst prediction with 721,799 reactions and 888 catalyst types from USPTO. Task: Predict which catalyst facilitates the given reaction. (1) The catalyst class is: 361. Product: [OH:21][NH:8][C:9]1([CH2:18][CH:19]=[CH2:20])[C:10](=[O:17])[NH:11][C:12](=[O:16])[NH:13][C:14]1=[O:15]. Reactant: C(OC([N:8]([OH:21])[C:9]1([CH2:18][CH:19]=[CH2:20])[C:14](=[O:15])[NH:13][C:12](=[O:16])[NH:11][C:10]1=[O:17])=O)(C)(C)C. (2) Reactant: [F:1][C:2]1[CH:7]=[CH:6][C:5]([C:8]2[O:9][C:10]([C:13]3[C:14]([C:19]4[CH:24]=[CH:23][CH:22]=[CH:21][CH:20]=4)=[N:15][O:16][C:17]=3[CH3:18])=[N:11][N:12]=2)=[C:4]([O:25][CH3:26])[CH:3]=1.[CH3:27][Si](C)(C)N[Si](C)(C)C.[K].IC.[Cl-].[NH4+]. Product: [CH2:18]([C:17]1[O:16][N:15]=[C:14]([C:19]2[CH:24]=[CH:23][CH:22]=[CH:21][CH:20]=2)[C:13]=1[C:10]1[O:9][C:8]([C:5]2[CH:6]=[CH:7][C:2]([F:1])=[CH:3][C:4]=2[O:25][CH3:26])=[N:12][N:11]=1)[CH3:27]. The catalyst class is: 3. (3) Reactant: [H-].[Na+].[C:3]([O:7][C:8]([NH:10][C@H:11]([C:15]([OH:18])([CH3:17])[CH3:16])[C:12]([OH:14])=[O:13])=[O:9])([CH3:6])([CH3:5])[CH3:4].I[CH3:20]. Product: [C:3]([O:7][C:8]([NH:10][C@H:11]([C:15]([O:18][CH3:20])([CH3:17])[CH3:16])[C:12]([OH:14])=[O:13])=[O:9])([CH3:6])([CH3:4])[CH3:5]. The catalyst class is: 1. (4) Reactant: [Br:1][C:2]1[CH:3]=[CH:4][C:5]([CH3:13])=[C:6]([CH:12]=1)[C:7]([O:9][CH2:10][CH3:11])=[O:8].[Br:14]N1C(=O)CCC1=O.C(OOC(=O)C1C=CC=CC=1)(=O)C1C=CC=CC=1. Product: [Br:1][C:2]1[CH:3]=[CH:4][C:5]([CH2:13][Br:14])=[C:6]([CH:12]=1)[C:7]([O:9][CH2:10][CH3:11])=[O:8]. The catalyst class is: 53. (5) Reactant: [Br:1][C:2]1[CH:3]=[CH:4][C:5](F)=[C:6]([CH:9]=1)[CH:7]=[O:8].[NH:11]1[CH2:15][CH2:14][CH2:13][CH:12]1[CH2:16][CH2:17][CH2:18][C:19]([OH:21])=[O:20].[C:22](=O)([O-])[O-].[K+].[K+].Cl. Product: [Br:1][C:2]1[CH:3]=[CH:4][C:5]([N:11]2[CH2:15][CH2:14][CH2:13][CH:12]2[CH2:16][CH2:17][CH2:18][C:19]([O:21][CH3:22])=[O:20])=[C:6]([CH:7]=[O:8])[CH:9]=1. The catalyst class is: 58. (6) Reactant: [F:1][C:2]1[CH:7]=[CH:6][CH:5]=[CH:4][C:3]=1[N:8]1[C:16]2[C:11](=[C:12]([N:17]3[CH2:21][CH2:20][N:19]([CH2:22][C:23](O)=[O:24])[C:18]3=[O:26])[CH:13]=[CH:14][CH:15]=2)[CH:10]=[N:9]1.C([N:29]([CH:33]([CH3:35])C)[CH:30]([CH3:32])C)C.CN(C([O:43]N1N=NC2C=CC=NC1=2)=[N+](C)C)C.F[P-](F)(F)(F)(F)F. Product: [F:1][C:2]1[CH:7]=[CH:6][CH:5]=[CH:4][C:3]=1[N:8]1[C:16]2[C:11](=[C:12]([N:17]3[CH2:21][CH2:20][N:19]([CH2:22][C:23]([N:29]4[CH2:30][CH2:32][C@H:35]([OH:43])[CH2:33]4)=[O:24])[C:18]3=[O:26])[CH:13]=[CH:14][CH:15]=2)[CH:10]=[N:9]1. The catalyst class is: 7. (7) Reactant: [Cl:1][C:2]1[N:7]=[CH:6][C:5]2[C:8](I)=[N:9][N:10]([CH:11]([CH3:13])[CH3:12])[C:4]=2[CH:3]=1.[CH3:15][N:16](C)C=O. Product: [Cl:1][C:2]1[N:7]=[CH:6][C:5]2[C:8]([C:15]#[N:16])=[N:9][N:10]([CH:11]([CH3:13])[CH3:12])[C:4]=2[CH:3]=1. The catalyst class is: 267. (8) Reactant: Br[C:2]1[S:6][C:5]([O:7][C:8]2[CH:13]=[CH:12][C:11]([S:14]([N:17]([CH:19]([CH3:21])[CH3:20])[CH3:18])(=[O:16])=[O:15])=[CH:10][CH:9]=2)=[N:4][CH:3]=1.[CH3:22][CH:23]([NH:26][C:27](=[O:29])[CH3:28])[C:24]#[CH:25].C(N(CC)CC)C. The catalyst class is: 1. Product: [CH:19]([N:17]([CH3:18])[S:14]([C:11]1[CH:12]=[CH:13][C:8]([O:7][C:5]2[S:6][C:2]([C:25]#[C:24][CH:23]([NH:26][C:27](=[O:29])[CH3:28])[CH3:22])=[CH:3][N:4]=2)=[CH:9][CH:10]=1)(=[O:16])=[O:15])([CH3:21])[CH3:20]. (9) Reactant: [NH2:1][C:2]1[CH:3]=[CH:4][C:5]([O:18][CH3:19])=[C:6]([NH:8][C:9](=[O:17])[CH2:10][N:11]2[CH2:16][CH2:15][O:14][CH2:13][CH2:12]2)[CH:7]=1.[C:20]([C:22]1[CH:23]=[C:24]([C:28]2[CH:33]=[CH:32][C:31]([C:34](O)=[O:35])=[CH:30][CH:29]=2)[CH:25]=[CH:26][CH:27]=1)#[N:21].C(N(C(C)C)CC)(C)C. Product: [C:20]([C:22]1[CH:23]=[C:24]([C:28]2[CH:33]=[CH:32][C:31]([C:34]([NH:1][C:2]3[CH:3]=[CH:4][C:5]([O:18][CH3:19])=[C:6]([NH:8][C:9](=[O:17])[CH2:10][N:11]4[CH2:16][CH2:15][O:14][CH2:13][CH2:12]4)[CH:7]=3)=[O:35])=[CH:30][CH:29]=2)[CH:25]=[CH:26][CH:27]=1)#[N:21]. The catalyst class is: 3.